Dataset: Full USPTO retrosynthesis dataset with 1.9M reactions from patents (1976-2016). Task: Predict the reactants needed to synthesize the given product. (1) The reactants are: C(Cl)(=O)C(Cl)=O.CS(C)=O.[Br:11][C:12]1[CH:13]=[CH:14][C:15]([N:26]2[CH2:30][CH2:29][CH:28]([OH:31])[CH2:27]2)=[C:16](/[CH:18]=[C:19](\[CH3:25])/[C:20]([O:22][CH2:23][CH3:24])=[O:21])[CH:17]=1.C(N(CC)CC)C. Given the product [Br:11][C:12]1[CH:13]=[CH:14][C:15]([N:26]2[CH2:30][CH2:29][C:28](=[O:31])[CH2:27]2)=[C:16](/[CH:18]=[C:19](\[CH3:25])/[C:20]([O:22][CH2:23][CH3:24])=[O:21])[CH:17]=1, predict the reactants needed to synthesize it. (2) Given the product [F:56][C:57]1[CH:63]=[C:62]([C:38]2[N:39]=[C:40]([N:49]3[CH2:54][CH2:53][O:52][CH2:51][C@@H:50]3[CH3:55])[C:41]3[CH2:47][CH2:46][N:45]([CH3:48])[CH2:44][C:42]=3[N:43]=2)[C:61]([F:73])=[CH:60][C:58]=1[NH:59][C:4]([NH:3][CH2:1][CH3:2])=[O:36], predict the reactants needed to synthesize it. The reactants are: [CH2:1]([NH:3][C:4](=[O:36])NC1C=CC(C2N=C(N3CCOC[C@@H]3C)C3CC[N:3]([C:4](OC(C)(C)C)=[O:36])[CH2:1][C:2]=3N=2)=CC=1)[CH3:2].Cl[C:38]1[N:39]=[C:40]([N:49]2[CH2:54][CH2:53][O:52][CH2:51][C@@H:50]2[CH3:55])[C:41]2[CH2:47][CH2:46][N:45]([CH3:48])[CH2:44][C:42]=2[N:43]=1.[F:56][C:57]1[CH:63]=[C:62](B2OC(C)(C)C(C)(C)O2)[C:61]([F:73])=[CH:60][C:58]=1[NH2:59]. (3) Given the product [Si:10]([O:9][CH2:8][C:5]1[CH:4]=[CH:3][C:2]([CH:28]([OH:27])[CH2:24][CH:25]([CH3:18])[CH3:26])=[CH:7][N:6]=1)([C:13]([CH3:16])([CH3:15])[CH3:14])([CH3:12])[CH3:11], predict the reactants needed to synthesize it. The reactants are: Br[C:2]1[CH:3]=[CH:4][C:5]([CH2:8][O:9][Si:10]([C:13]([CH3:16])([CH3:15])[CH3:14])([CH3:12])[CH3:11])=[N:6][CH:7]=1.[Li][CH2:18]CCC.[Cl-].[NH4+].[CH2:24]1[CH2:28][O:27][CH2:26][CH2:25]1. (4) Given the product [CH2:9]([O:11][C:12](=[O:21])[CH2:13][CH2:14][CH:15]1[CH2:20][CH2:19][CH2:18][CH2:17][N:16]1[S:30]([C:25]1[CH:26]=[C:27]([CH3:29])[C:28]([Cl:8])=[CH:23][C:24]=1[CH3:34])(=[O:32])=[O:31])[CH3:10], predict the reactants needed to synthesize it. The reactants are: C(N(CC)CC)C.[ClH:8].[CH2:9]([O:11][C:12](=[O:21])[CH2:13][CH2:14][CH:15]1[CH2:20][CH2:19][CH2:18][CH2:17][NH:16]1)[CH3:10].Cl[C:23]1[C:24]([CH3:34])=[C:25]([S:30](Cl)(=[O:32])=[O:31])[CH:26]=[C:27]([CH3:29])[CH:28]=1.O.